This data is from Reaction yield outcomes from USPTO patents with 853,638 reactions. The task is: Predict the reaction yield, written as a fraction of the theoretical maximum amount of product (1.0 means a 100% yield; for example, 0.34 means a 34% yield). (1) The reactants are [F:1][C:2]1[CH:25]=[C:24]([N+:26]([O-])=O)[CH:23]=[CH:22][C:3]=1[O:4][C:5]1[CH:10]=[CH:9][N:8]=[C:7]2[CH:11]=[C:12]([C:14]3[N:15]=[CH:16][N:17]([CH:19]([CH3:21])[CH3:20])[CH:18]=3)[S:13][C:6]=12.[BH4-].[Na+]. The catalyst is CO.C1COCC1.Cl[Ni]Cl. The product is [F:1][C:2]1[CH:25]=[C:24]([CH:23]=[CH:22][C:3]=1[O:4][C:5]1[CH:10]=[CH:9][N:8]=[C:7]2[CH:11]=[C:12]([C:14]3[N:15]=[CH:16][N:17]([CH:19]([CH3:21])[CH3:20])[CH:18]=3)[S:13][C:6]=12)[NH2:26]. The yield is 0.880. (2) The reactants are [F:1][C:2]1[CH:7]=[CH:6][C:5]([CH2:8][C:9]2[CH:18]=[C:17]3[C:12]([C:13]([OH:26])=[C:14]([C:21](OCC)=[O:22])[C:15](=[O:20])[N:16]3[CH3:19])=[N:11][CH:10]=2)=[CH:4][CH:3]=1.C(N(CC)CC)C.[CH3:34][S:35]([N:38]1[CH2:43][CH2:42][CH:41]([NH2:44])[CH2:40][CH2:39]1)(=[O:37])=[O:36].FC(F)(F)C(O)=O. No catalyst specified. The product is [F:1][C:2]1[CH:7]=[CH:6][C:5]([CH2:8][C:9]2[CH:18]=[C:17]3[C:12]([C:13]([OH:26])=[C:14]([C:21]([NH:44][CH:41]4[CH2:42][CH2:43][N:38]([S:35]([CH3:34])(=[O:37])=[O:36])[CH2:39][CH2:40]4)=[O:22])[C:15](=[O:20])[N:16]3[CH3:19])=[N:11][CH:10]=2)=[CH:4][CH:3]=1. The yield is 0.430. (3) The reactants are [CH:1]1[C:10]2[C:5](=[CH:6][CH:7]=[CH:8][CH:9]=2)[CH:4]=[CH:3][C:2]=1[O:11][C:12]1[CH:20]=[CH:19][C:15]([C:16](O)=[O:17])=[CH:14][CH:13]=1.C(Cl)(=O)C(Cl)=O.[NH2:27][C:28]1[CH:33]=[CH:32][CH:31]=[CH:30][CH:29]=1.C(N(CC)CC)C. The catalyst is C(Cl)Cl.CN(C=O)C.O. The product is [C:28]1([NH:27][C:16](=[O:17])[C:15]2[CH:19]=[CH:20][C:12]([O:11][C:2]3[CH:3]=[CH:4][C:5]4[C:10](=[CH:9][CH:8]=[CH:7][CH:6]=4)[CH:1]=3)=[CH:13][CH:14]=2)[CH:33]=[CH:32][CH:31]=[CH:30][CH:29]=1. The yield is 0.400. (4) The reactants are Br[C:2]1[CH:3]=[C:4]2[C:9](=[CH:10][CH:11]=1)[N:8]=[CH:7][C:6]([C:12]([CH:14]1[CH2:16][CH2:15]1)=[O:13])=[C:5]2[NH:17][C@H:18]1[CH2:23][CH2:22][C@H:21]([CH2:24][N:25]2[CH2:29][CH2:28][CH2:27][CH2:26]2)[CH2:20][CH2:19]1.[Cl:30][C:31]1[CH:36]=[C:35](B2OC(C)(C)C(C)(C)O2)[CH:34]=[C:33]([Cl:46])[C:32]=1[OH:47].C([O-])([O-])=O.[Cs+].[Cs+]. The catalyst is O1CCOCC1.C1C=CC(P(C2C=CC=CC=2)[C-]2C=CC=C2)=CC=1.C1C=CC(P(C2C=CC=CC=2)[C-]2C=CC=C2)=CC=1.Cl[Pd]Cl.[Fe+2]. The product is [CH:14]1([C:12]([C:6]2[CH:7]=[N:8][C:9]3[C:4]([C:5]=2[NH:17][C@H:18]2[CH2:23][CH2:22][C@H:21]([CH2:24][N:25]4[CH2:26][CH2:27][CH2:28][CH2:29]4)[CH2:20][CH2:19]2)=[CH:3][C:2]([C:35]2[CH:36]=[C:31]([Cl:30])[C:32]([OH:47])=[C:33]([Cl:46])[CH:34]=2)=[CH:11][CH:10]=3)=[O:13])[CH2:16][CH2:15]1. The yield is 0.410. (5) The reactants are [F:1][C:2]1[CH:7]=[C:6]([S:8][CH3:9])[CH:5]=[C:4]([F:10])[C:3]=1[C:11]1[N:16]=[C:15]([C:17]([O-:19])=[O:18])[CH:14]=[CH:13][C:12]=1[F:20].[Li+].[OH-]. The catalyst is C1COCC1. The product is [F:1][C:2]1[CH:7]=[C:6]([S:8][CH3:9])[CH:5]=[C:4]([F:10])[C:3]=1[C:11]1[N:16]=[C:15]([C:17]([OH:19])=[O:18])[CH:14]=[CH:13][C:12]=1[F:20]. The yield is 0.920. (6) The reactants are Br[C:2]1[CH:10]=[CH:9][CH:8]=[C:7]2[C:3]=1[CH:4]=[C:5]([C:11]([O:13][CH2:14][CH3:15])=[O:12])[NH:6]2.O.[CH3:17][N:18](C=O)C. The yield is 0.820. The product is [C:17]([C:2]1[CH:10]=[CH:9][CH:8]=[C:7]2[C:3]=1[CH:4]=[C:5]([C:11]([O:13][CH2:14][CH3:15])=[O:12])[NH:6]2)#[N:18]. No catalyst specified. (7) The reactants are C[O:2][C:3]([C:5]1[CH:25]=[CH:24][C:8]2[N:9]([CH3:23])[C:10](=[O:22])[N:11]([CH2:15][C:16]3[CH:21]=[CH:20][CH:19]=[CH:18][CH:17]=3)[S:12](=[O:14])(=[O:13])[C:7]=2[CH:6]=1)=[O:4].[OH-].[Na+]. The catalyst is CO. The product is [CH2:15]([N:11]1[C:10](=[O:22])[N:9]([CH3:23])[C:8]2[CH:24]=[CH:25][C:5]([C:3]([OH:4])=[O:2])=[CH:6][C:7]=2[S:12]1(=[O:14])=[O:13])[C:16]1[CH:17]=[CH:18][CH:19]=[CH:20][CH:21]=1. The yield is 0.730.